Dataset: Full USPTO retrosynthesis dataset with 1.9M reactions from patents (1976-2016). Task: Predict the reactants needed to synthesize the given product. The reactants are: [CH:1]1([C:4]2[N:9]=[N:8][CH:7]=[C:6]([C:10]([O:12]C)=[O:11])[CH:5]=2)[CH2:3][CH2:2]1.[OH-].[Li+]. Given the product [CH:1]1([C:4]2[N:9]=[N:8][CH:7]=[C:6]([C:10]([OH:12])=[O:11])[CH:5]=2)[CH2:2][CH2:3]1, predict the reactants needed to synthesize it.